Dataset: Forward reaction prediction with 1.9M reactions from USPTO patents (1976-2016). Task: Predict the product of the given reaction. (1) Given the reactants [NH2:1][C:2]1[CH:7]=[C:6]([C:8]([F:11])([F:10])[F:9])[CH:5]=[CH:4][C:3]=1[OH:12].[CH3:13][O:14][CH2:15][C:16]1[CH:24]=[N:23][CH:22]=[CH:21][C:17]=1[C:18](O)=[O:19].CN([P+](ON1N=NC2C=CC=CC1=2)(N(C)C)N(C)C)C.F[P-](F)(F)(F)(F)F.C(N(CC)CC)C, predict the reaction product. The product is: [OH:12][C:3]1[CH:4]=[CH:5][C:6]([C:8]([F:9])([F:10])[F:11])=[CH:7][C:2]=1[NH:1][C:18](=[O:19])[C:17]1[CH:21]=[CH:22][N:23]=[CH:24][C:16]=1[CH2:15][O:14][CH3:13]. (2) Given the reactants [F:1][C:2]1[CH:3]=[C:4]2[C:9](=[CH:10][CH:11]=1)[N:8]=[C:7]([C:12]1[CH:17]=[CH:16][CH:15]=[CH:14][C:13]=1[OH:18])[N:6]=[C:5]2[N:19]1[CH2:23][CH2:22][C@@H:21]([CH2:24][NH:25]C(=O)OCC2C=CC=CC=2)[CH2:20]1, predict the reaction product. The product is: [NH2:25][CH2:24][C@@H:21]1[CH2:22][CH2:23][N:19]([C:5]2[C:4]3[C:9](=[CH:10][CH:11]=[C:2]([F:1])[CH:3]=3)[N:8]=[C:7]([C:12]3[CH:17]=[CH:16][CH:15]=[CH:14][C:13]=3[OH:18])[N:6]=2)[CH2:20]1. (3) Given the reactants [F:1][C:2]1[CH:7]=[CH:6][C:5]([C:8]2[CH:16]=[CH:15][C:11]([C:12]([OH:14])=O)=[CH:10][CH:9]=2)=[CH:4][CH:3]=1.CN(C(ON1N=NC2C=CC=NC1=2)=[N+](C)C)C.F[P-](F)(F)(F)(F)F.[CH:41]([N:44]([CH3:55])[C:45]1[S:46][C:47]2[CH:53]=[C:52]([NH2:54])[CH:51]=[CH:50][C:48]=2[N:49]=1)([CH3:43])[CH3:42].CCN(C(C)C)C(C)C, predict the reaction product. The product is: [CH:41]([N:44]([CH3:55])[C:45]1[S:46][C:47]2[CH:53]=[C:52]([NH:54][C:12]([C:11]3[CH:10]=[CH:9][C:8]([C:5]4[CH:4]=[CH:3][C:2]([F:1])=[CH:7][CH:6]=4)=[CH:16][CH:15]=3)=[O:14])[CH:51]=[CH:50][C:48]=2[N:49]=1)([CH3:43])[CH3:42]. (4) Given the reactants [O:1]1[CH2:6][CH:5]=[C:4]([C:7]2[N:30](S(C3C=CC=CC=3)(=O)=O)[C:10]3=[N:11][CH:12]=[CH:13][C:14]([C:15]4[CH:16]=[CH:17][C:18]([O:23][CH:24]5[CH2:29][CH2:28][O:27][CH2:26][CH2:25]5)=[C:19]([CH:22]=4)[C:20]#[N:21])=[C:9]3[CH:8]=2)[CH2:3][CH2:2]1.[OH-].[Na+].CCO, predict the reaction product. The product is: [O:1]1[CH2:2][CH:3]=[C:4]([C:7]2[NH:30][C:10]3=[N:11][CH:12]=[CH:13][C:14]([C:15]4[CH:16]=[CH:17][C:18]([O:23][CH:24]5[CH2:29][CH2:28][O:27][CH2:26][CH2:25]5)=[C:19]([CH:22]=4)[C:20]#[N:21])=[C:9]3[CH:8]=2)[CH2:5][CH2:6]1. (5) Given the reactants [CH:1]1([C:7]2[C:8]3[CH:9]=[CH:10][C:11]([C:32]([O:34][CH3:35])=[O:33])=[CH:12][C:13]=3[N:14]3[C:21]=2[C:20]2[CH:22]=[CH:23][CH:24]=[C:25]([O:26][CH3:27])[C:19]=2[O:18][CH2:17][C@H:16]([CH2:28][CH2:29][NH:30][CH3:31])[CH2:15]3)[CH2:6][CH2:5][CH2:4][CH2:3][CH2:2]1.[C:36]([O:40][C:41]([N:43]([CH3:49])[CH2:44][CH2:45][C:46]([OH:48])=O)=[O:42])([CH3:39])([CH3:38])[CH3:37], predict the reaction product. The product is: [C:36]([O:40][C:41]([N:43]([CH3:49])[CH2:44][CH2:45][C:46]([N:30]([CH3:31])[CH2:29][CH2:28][C@@H:16]1[CH2:15][N:14]2[C:13]3[CH:12]=[C:11]([C:32]([O:34][CH3:35])=[O:33])[CH:10]=[CH:9][C:8]=3[C:7]([CH:1]3[CH2:2][CH2:3][CH2:4][CH2:5][CH2:6]3)=[C:21]2[C:20]2[CH:22]=[CH:23][CH:24]=[C:25]([O:26][CH3:27])[C:19]=2[O:18][CH2:17]1)=[O:48])=[O:42])([CH3:37])([CH3:38])[CH3:39]. (6) The product is: [C:25]([O:24][C@@H:18]([C:9]1[C:8]([CH3:29])=[CH:7][C:5]2[N:6]=[C:2]([C:35]3[CH:34]=[CH:33][N:32]=[C:31]([Cl:30])[CH:36]=3)[S:3][C:4]=2[C:10]=1[C:11]1[CH:16]=[CH:15][C:14]([Cl:17])=[CH:13][CH:12]=1)[C:19]([O:21][CH2:22][CH3:23])=[O:20])([CH3:28])([CH3:27])[CH3:26]. Given the reactants Br[C:2]1[S:3][C:4]2[C:10]([C:11]3[CH:16]=[CH:15][C:14]([Cl:17])=[CH:13][CH:12]=3)=[C:9]([C@H:18]([O:24][C:25]([CH3:28])([CH3:27])[CH3:26])[C:19]([O:21][CH2:22][CH3:23])=[O:20])[C:8]([CH3:29])=[CH:7][C:5]=2[N:6]=1.[Cl:30][C:31]1[CH:36]=[C:35](B(O)O)[CH:34]=[CH:33][N:32]=1.C([O-])([O-])=O.[K+].[K+], predict the reaction product. (7) Given the reactants CC(P(C(C)(C)C)C1[C:11]([C:12]2[CH:17]=[CH:16][CH:15]=[CH:14][CH:13]=2)=[CH:10][CH:9]=CC=1)(C)C.C(N(CC)CC)C.[C:29]1([C:35]#[C:36][P:37](=[O:42])([OH:41])[O:38][CH2:39][CH3:40])[CH:34]=[CH:33][CH:32]=[CH:31][CH:30]=1.C(C1C=CC=CC=1)C#C, predict the reaction product. The product is: [C:29]1([C:35]#[C:36][P:37](=[O:41])([O:42][C:10]([CH2:11][C:12]2[CH:13]=[CH:14][CH:15]=[CH:16][CH:17]=2)=[CH2:9])[O:38][CH2:39][CH3:40])[CH:30]=[CH:31][CH:32]=[CH:33][CH:34]=1.